This data is from Forward reaction prediction with 1.9M reactions from USPTO patents (1976-2016). The task is: Predict the product of the given reaction. (1) The product is: [CH3:5][S:6]([C:17]1[CH:18]=[C:13]([N+:10]([O-:12])=[O:11])[CH:14]=[CH:15][C:16]=1[CH3:19])(=[O:8])=[O:7]. Given the reactants S(Cl)(Cl)=O.[CH3:5][S:6](O)(=[O:8])=[O:7].[N+:10]([C:13]1[CH:18]=[CH:17][C:16]([CH3:19])=[CH:15][CH:14]=1)([O-:12])=[O:11].FC(F)(F)S(O)(=O)=O, predict the reaction product. (2) The product is: [C:36]([O:35][C:33]([N:31]1[CH2:32][C:29]2([C:25](=[N:24][O:23][CH3:22])[CH2:26][N:27]([C:11]3[C:12]([F:14])=[C:13]4[C:8]([C:7](=[O:18])[C:6]([C:19]([OH:21])=[O:20])=[CH:5][N:4]4[CH:1]4[CH2:2][CH2:3]4)=[C:9]([NH2:17])[C:10]=3[F:16])[CH2:28]2)[CH2:30]1)=[O:34])([CH3:39])([CH3:38])[CH3:37]. Given the reactants [CH:1]1([N:4]2[C:13]3[C:8](=[C:9]([NH2:17])[C:10]([F:16])=[C:11](F)[C:12]=3[F:14])[C:7](=[O:18])[C:6]([C:19]([OH:21])=[O:20])=[CH:5]2)[CH2:3][CH2:2]1.[CH3:22][O:23][N:24]=[C:25]1[C:29]2([CH2:32][N:31]([C:33]([O:35][C:36]([CH3:39])([CH3:38])[CH3:37])=[O:34])[CH2:30]2)[CH2:28][NH:27][CH2:26]1.C(#N)C.C(N(CC)CC)C, predict the reaction product. (3) Given the reactants Cl[C:2]1[CH:3]=[CH:4][C:5]2[N:6]([C:8]([CH2:11][C:12]3[CH:13]=[C:14]4[C:19](=[CH:20][CH:21]=3)[N:18]=[CH:17][CH:16]=[CH:15]4)=[N:9][N:10]=2)[N:7]=1.C([Sn](CCCC)(CCCC)[C:27]([O:29]CC)=[CH2:28])CCC.FC1C(C(C2N3N=C(C(=O)C)C=CC3=NC=2)C)=C(F)C=C2C=1C=NN2C, predict the reaction product. The product is: [N:18]1[C:19]2[C:14](=[CH:13][C:12]([CH2:11][C:8]3[N:6]4[N:7]=[C:2]([C:27](=[O:29])[CH3:28])[CH:3]=[CH:4][C:5]4=[N:10][N:9]=3)=[CH:21][CH:20]=2)[CH:15]=[CH:16][CH:17]=1. (4) Given the reactants Br[C:2]1[CH:3]=[C:4]([C:8]2[N:12]([CH3:13])[N:11]=[C:10]([C:14]([N:16]3[CH2:20][CH2:19][CH:18]([N:21]([CH2:24][CH3:25])[CH2:22][CH3:23])[CH2:17]3)=[O:15])[C:9]=2[CH3:26])[CH:5]=[CH:6][CH:7]=1.[Cl:27][C:28]1[CH:29]=[C:30](B(O)O)[CH:31]=[CH:32][C:33]=1[Cl:34], predict the reaction product. The product is: [Cl:27][C:28]1[CH:29]=[C:30]([C:2]2[CH:7]=[CH:6][CH:5]=[C:4]([C:8]3[N:12]([CH3:13])[N:11]=[C:10]([C:14]([N:16]4[CH2:20][CH2:19][CH:18]([N:21]([CH2:22][CH3:23])[CH2:24][CH3:25])[CH2:17]4)=[O:15])[C:9]=3[CH3:26])[CH:3]=2)[CH:31]=[CH:32][C:33]=1[Cl:34].